Dataset: Forward reaction prediction with 1.9M reactions from USPTO patents (1976-2016). Task: Predict the product of the given reaction. (1) Given the reactants O[CH:2]([CH3:34])[CH2:3][N:4]([S:25]([C:28]1[CH:33]=[CH:32][CH:31]=[CH:30][N:29]=1)(=[O:27])=[O:26])[C:5]1[CH:22]=[C:21]([CH3:23])[C:20]([CH3:24])=[CH:19][C:6]=1[O:7][CH2:8][C:9]1[CH:18]=[CH:17][C:12]([C:13]([O:15][CH3:16])=[O:14])=[CH:11][CH:10]=1.C(N(S(F)(F)[F:41])CC)C.O, predict the reaction product. The product is: [F:41][CH:2]([CH3:34])[CH2:3][N:4]([S:25]([C:28]1[CH:33]=[CH:32][CH:31]=[CH:30][N:29]=1)(=[O:27])=[O:26])[C:5]1[CH:22]=[C:21]([CH3:23])[C:20]([CH3:24])=[CH:19][C:6]=1[O:7][CH2:8][C:9]1[CH:18]=[CH:17][C:12]([C:13]([O:15][CH3:16])=[O:14])=[CH:11][CH:10]=1. (2) The product is: [C:1]([NH:5][S:6]([C:9]1[CH:10]=[N:11][N:12]2[C:17]([NH:18][C:19]3[CH:24]=[C:23]([CH3:25])[CH:22]=[CH:21][C:20]=3[Cl:26])=[C:16]([C:27]([N:42]3[CH2:43][CH2:44][CH:39]([C:36]4[CH:35]=[CH:34][C:33]([F:32])=[CH:38][CH:37]=4)[CH2:40][CH2:41]3)=[O:28])[CH:15]=[N:14][C:13]=12)(=[O:8])=[O:7])([CH3:4])([CH3:2])[CH3:3]. Given the reactants [C:1]([NH:5][S:6]([C:9]1[CH:10]=[N:11][N:12]2[C:17]([NH:18][C:19]3[CH:24]=[C:23]([CH3:25])[CH:22]=[CH:21][C:20]=3[Cl:26])=[C:16]([C:27](OCC)=[O:28])[CH:15]=[N:14][C:13]=12)(=[O:8])=[O:7])([CH3:4])([CH3:3])[CH3:2].[F:32][C:33]1[CH:38]=[CH:37][C:36]([CH:39]2[CH2:44][CH2:43][NH:42][CH2:41][CH2:40]2)=[CH:35][CH:34]=1, predict the reaction product.